The task is: Predict which catalyst facilitates the given reaction.. This data is from Catalyst prediction with 721,799 reactions and 888 catalyst types from USPTO. (1) Reactant: [CH2:1]([NH2:11])[C:2]1[CH:10]=[CH:9][C:8]2[O:7][CH2:6][O:5][C:4]=2[CH:3]=1.C(N(CC)CC)C.[CH3:19][S:20](Cl)(=[O:22])=[O:21]. Product: [CH3:19][S:20]([NH:11][CH2:1][C:2]1[CH:10]=[CH:9][C:8]2[O:7][CH2:6][O:5][C:4]=2[CH:3]=1)(=[O:22])=[O:21]. The catalyst class is: 4. (2) Reactant: [C:1]([O:5][C:6]([N:8]1[CH2:13][CH2:12][CH:11]([O:14][CH2:15][C:16](OC(C)(C)C)=[O:17])[CH2:10][CH2:9]1)=[O:7])([CH3:4])([CH3:3])[CH3:2].[H-].[Al+3].[Li+].[H-].[H-].[H-].O.[OH-].[Na+]. Product: [OH:17][CH2:16][CH2:15][O:14][CH:11]1[CH2:12][CH2:13][N:8]([C:6]([O:5][C:1]([CH3:4])([CH3:3])[CH3:2])=[O:7])[CH2:9][CH2:10]1. The catalyst class is: 7. (3) Reactant: [Cl:1][C:2]1[C:14]2[C:13]3[C:8](=[CH:9][CH:10]=[CH:11][CH:12]=3)[C@@:7]([C:16]([F:19])([F:18])[F:17])([OH:15])[C:6]=2[CH:5]=[C:4]([OH:20])[CH:3]=1.Br[CH2:22][CH2:23][C:24]([CH3:36])([CH3:35])[O:25][CH2:26][C:27]1[CH:32]=[CH:31][C:30]([O:33][CH3:34])=[CH:29][CH:28]=1.C(=O)([O-])[O-].[K+].[K+].O. Product: [Cl:1][C:2]1[C:14]2[C:13]3[C:8](=[CH:9][CH:10]=[CH:11][CH:12]=3)[C@@:7]([C:16]([F:18])([F:19])[F:17])([OH:15])[C:6]=2[CH:5]=[C:4]([O:20][CH2:22][CH2:23][C:24]([O:25][CH2:26][C:27]2[CH:28]=[CH:29][C:30]([O:33][CH3:34])=[CH:31][CH:32]=2)([CH3:36])[CH3:35])[CH:3]=1. The catalyst class is: 9. (4) Reactant: [F:1][C:2]1[CH:7]=[CH:6][CH:5]=[C:4]([F:8])[C:3]=1[C:9]1[N:14]=[C:13]([C:15]([NH:17][C:18]2[CH:19]=[N:20][CH:21]=[CH:22][C:23]=2[C@H:24]2[CH2:29][C@@H:28]([NH:30]C(=O)OC(C)(C)C)[C@@H:27]([OH:38])[C@@H:26]([CH3:39])[CH2:25]2)=[O:16])[CH:12]=[CH:11][C:10]=1[F:40].[CH3:41][S:42](Cl)(=[O:44])=[O:43]. Product: [CH3:41][S:42]([O:38][C@H:27]1[C@@H:26]([CH3:39])[CH2:25][C@@H:24]([C:23]2[CH:22]=[CH:21][N:20]=[CH:19][C:18]=2[NH:17][C:15](=[O:16])[C:13]2[CH:12]=[CH:11][C:10]([F:40])=[C:9]([C:3]3[C:2]([F:1])=[CH:7][CH:6]=[CH:5][C:4]=3[F:8])[N:14]=2)[CH2:29][C@H:28]1[NH2:30])(=[O:44])=[O:43]. The catalyst class is: 17. (5) Reactant: [Cl:1][C:2]1[CH:7]=[CH:6][C:5]([C:8]2[S:16][C:15]3[C:14](=[O:17])[N:13]([CH2:18][C:19]4[N:24]=[C:23]([O:25][CH:26]5[CH2:31][CH2:30][N:29](C(OC(C)(C)C)=O)[CH2:28][CH2:27]5)[CH:22]=[CH:21][CH:20]=4)[CH:12]=[N:11][C:10]=3[CH:9]=2)=[CH:4][CH:3]=1.C(O)(C(F)(F)F)=O.C([O-])([O-])=O.[Na+].[Na+]. Product: [Cl:1][C:2]1[CH:3]=[CH:4][C:5]([C:8]2[S:16][C:15]3[C:14](=[O:17])[N:13]([CH2:18][C:19]4[CH:20]=[CH:21][CH:22]=[C:23]([O:25][CH:26]5[CH2:27][CH2:28][NH:29][CH2:30][CH2:31]5)[N:24]=4)[CH:12]=[N:11][C:10]=3[CH:9]=2)=[CH:6][CH:7]=1. The catalyst class is: 2.